Dataset: Experimental lipophilicity measurements (octanol/water distribution) for 4,200 compounds from AstraZeneca. Task: Regression/Classification. Given a drug SMILES string, predict its absorption, distribution, metabolism, or excretion properties. Task type varies by dataset: regression for continuous measurements (e.g., permeability, clearance, half-life) or binary classification for categorical outcomes (e.g., BBB penetration, CYP inhibition). For this dataset (lipophilicity_astrazeneca), we predict Y. (1) The compound is Cc1ccc(Cl)c(Nc2ccccc2C(=O)O)c1Cl. The Y is 2.33 logD. (2) The drug is CC(C)COc1cc(-c2cccc3c(=O)cc(N4CCOCC4)oc23)ccc1NC(=O)CN1CCOCC1. The Y is 3.80 logD. (3) The molecule is COc1ccccc1CNC(=O)NS(=O)(=O)c1ccc(Cl)cc1. The Y is 0.870 logD. (4) The drug is COCCOc1ccc(-c2cc(C(N)=O)c(NC(N)=O)s2)cc1. The Y is 2.34 logD. (5) The molecule is O=C(Cc1ccc(F)c(C(F)(F)F)c1)Nc1cccc2c(=O)n([C@@H]3CNC[C@H]3O)ccc12. The Y is 1.33 logD. (6) The compound is O=C(O)COc1ccc(Br)cc1-c1ccccc1. The Y is 0.150 logD. (7) The compound is N#Cc1nc(N2CCCCC2)c(N)c(N2CCOCC2)n1. The Y is 2.71 logD.